From a dataset of Forward reaction prediction with 1.9M reactions from USPTO patents (1976-2016). Predict the product of the given reaction. (1) Given the reactants FC(F)(F)C(O)=O.C(OC(=O)[NH:14][C@@H:15]([CH2:29][N:30]1[CH2:35][C:34](=[O:36])[N:33]([C:37]2[CH:42]=[C:41]([F:43])[CH:40]=[CH:39][C:38]=2[CH3:44])[CH2:32][C:31]1([CH3:46])[CH3:45])[C@@H:16]([OH:28])[CH2:17][C@H:18]([C:20](=[O:27])[NH:21][CH:22]1[CH2:26][CH2:25][CH2:24][CH2:23]1)[CH3:19])(C)(C)C.[C:48]([OH:55])(=[O:54])/[CH:49]=[CH:50]/[C:51]([OH:53])=[O:52].[CH:56]1([NH:61][C:62](=[O:88])[C@H:63]([CH3:87])[CH2:64][C@H:65]([OH:86])[C@@H:66]([NH2:85])[CH2:67][N:68]2[CH2:73][C:72](=[O:74])[N:71]([C:75]3[CH:80]=[C:79]([F:81])[CH:78]=[CH:77][C:76]=3[CH3:82])[CH2:70][C:69]2([CH3:84])[CH3:83])[CH2:60][CH2:59][CH2:58][CH2:57]1, predict the reaction product. The product is: [C:48]([OH:55])(=[O:54])/[CH:49]=[CH:50]/[C:51]([OH:53])=[O:52].[CH:22]1([NH:21][C:20](=[O:27])[C@H:18]([CH3:19])[CH2:17][C@H:16]([OH:28])[C@@H:15]([NH2:14])[CH2:29][N:30]2[CH2:35][C:34](=[O:36])[N:33]([C:37]3[CH:42]=[C:41]([F:43])[CH:40]=[CH:39][C:38]=3[CH3:44])[CH2:32][C:31]2([CH3:46])[CH3:45])[CH2:26][CH2:25][CH2:24][CH2:23]1.[NH2:85][C@@H:66]([CH2:67][N:68]1[CH2:73][C:72](=[O:74])[N:71]([C:75]2[CH:80]=[C:79]([F:81])[CH:78]=[CH:77][C:76]=2[CH3:82])[CH2:70][C:69]1([CH3:83])[CH3:84])[C@@H:65]([OH:86])[CH2:64][C@@H:63]([CH3:87])[C:62]([NH:61][CH:56]1[CH2:57][CH2:58][CH2:59][CH2:60]1)=[O:88]. (2) Given the reactants Br[CH2:2][C:3]1[C:12]2[C:7](=[CH:8][CH:9]=[CH:10][CH:11]=2)[CH:6]=[C:5]([C:13]#[N:14])[N:4]=1.[OH:15][C@H:16]1[CH2:20][CH2:19][N:18]([C:21]([O:23][C:24]([CH3:27])([CH3:26])[CH3:25])=[O:22])[CH2:17]1, predict the reaction product. The product is: [C:13]([C:5]1[N:4]=[C:3]([CH2:2][O:15][C@H:16]2[CH2:20][CH2:19][N:18]([C:21]([O:23][C:24]([CH3:27])([CH3:26])[CH3:25])=[O:22])[CH2:17]2)[C:12]2[C:7]([CH:6]=1)=[CH:8][CH:9]=[CH:10][CH:11]=2)#[N:14]. (3) The product is: [CH2:2]([C:1]1[S:12][C:11]([NH2:13])=[N:10][N:8]=1)[CH2:3][CH2:4][CH2:5][C:6]1[S:12][C:11]([NH2:13])=[N:10][N:7]=1. Given the reactants [C:1](#[N:8])[CH2:2][CH2:3][CH2:4][CH2:5][C:6]#[N:7].N[NH:10][C:11]([NH2:13])=[S:12].O.[OH-].[Na+], predict the reaction product. (4) Given the reactants [Cl:1][C:2]1[CH:3]=[C:4]([C@@H:12]([CH2:28][CH:29]2[CH2:33][CH2:32][CH2:31][CH2:30]2)[C:13]([NH:15][C:16]2[CH:21]=[N:20][C:19]([C:22]#[C:23][CH2:24][N:25]([CH3:27])[CH3:26])=[CH:18][N:17]=2)=[O:14])[CH:5]=[CH:6][C:7]=1[S:8]([CH3:11])(=[O:10])=[O:9].[H][H], predict the reaction product. The product is: [Cl:1][C:2]1[CH:3]=[C:4]([C@@H:12]([CH2:28][CH:29]2[CH2:30][CH2:31][CH2:32][CH2:33]2)[C:13]([NH:15][C:16]2[CH:21]=[N:20][C:19]([CH2:22][CH2:23][CH2:24][N:25]([CH3:27])[CH3:26])=[CH:18][N:17]=2)=[O:14])[CH:5]=[CH:6][C:7]=1[S:8]([CH3:11])(=[O:9])=[O:10]. (5) Given the reactants C([O:3][C:4]([C@H:6]1[C@H:11]([C:12]2[CH:17]=[CH:16][C:15]([F:18])=[CH:14][CH:13]=2)[CH2:10][C:9](=O)[N:8]([CH3:20])[C:7]1=O)=O)C.[H-].[H-].[H-].[H-].[Li+].[Al+3].[OH-].[Na+].[C@H](O)(C([O-])=O)[C@@H](O)C([O-])=O.[Na+].[K+], predict the reaction product. The product is: [F:18][C:15]1[CH:16]=[CH:17][C:12]([C@@H:11]2[CH2:10][CH2:9][N:8]([CH3:20])[CH2:7][C@H:6]2[CH2:4][OH:3])=[CH:13][CH:14]=1.